From a dataset of Catalyst prediction with 721,799 reactions and 888 catalyst types from USPTO. Predict which catalyst facilitates the given reaction. (1) Reactant: [CH3:1][O:2][C:3]([C:5]1[CH:6]=[CH:7][C:8]([C:11]([O:13][C:14]([CH3:17])([CH3:16])[CH3:15])=[O:12])=[N:9][CH:10]=1)=[O:4]. Product: [CH3:1][O:2][C:3]([CH:5]1[CH2:10][NH:9][CH:8]([C:11]([O:13][C:14]([CH3:17])([CH3:16])[CH3:15])=[O:12])[CH2:7][CH2:6]1)=[O:4]. The catalyst class is: 285. (2) Reactant: [CH3:1][C:2](=[CH2:4])[CH3:3].[CH2:5]([O:12][C:13]([NH:15][C@@H:16]([C:20]([OH:22])=[O:21])[CH2:17][O:18][CH3:19])=[O:14])[C:6]1[CH:11]=[CH:10][CH:9]=[CH:8][CH:7]=1.OS(O)(=O)=O. Product: [C:2]([O:22][C:20](=[O:21])[C@@H:16]([CH2:17][O:18][CH3:19])[NH:15][C:13]([O:12][CH2:5][C:6]1[CH:11]=[CH:10][CH:9]=[CH:8][CH:7]=1)=[O:14])([CH3:3])([CH3:1])[CH3:4]. The catalyst class is: 2. (3) Reactant: Cl[C:2]1[N:10]=[C:9]([F:11])[N:8]=[C:7]2[C:3]=1[N:4]=[CH:5][NH:6]2.[NH2:12][CH2:13][C:14]1[CH:19]=[CH:18][N:17]=[CH:16][CH:15]=1. Product: [F:11][C:9]1[N:8]=[C:7]2[C:3]([N:4]=[CH:5][NH:6]2)=[C:2]([NH:12][CH2:13][C:14]2[CH:19]=[CH:18][N:17]=[CH:16][CH:15]=2)[N:10]=1. The catalyst class is: 147. (4) Reactant: [Cl:1][C:2]1[C:3]([CH3:8])=[N:4][O:5][C:6]=1[NH2:7].[H-].[Na+].[CH2:11]1[O:33][C:32]2[CH:31]=[CH:30][C:15]([CH2:16][C:17]3[S:21][C:20]4[CH:22]=[CH:23][CH:24]=[CH:25][C:19]=4[C:18]=3[S:26](Cl)(=[O:28])=[O:27])=[CH:14][C:13]=2[O:12]1. Product: [Cl:1][C:2]1[C:3]([CH3:8])=[N:4][O:5][C:6]=1[NH:7][S:26]([C:18]1[C:19]2[CH:25]=[CH:24][CH:23]=[CH:22][C:20]=2[S:21][C:17]=1[CH2:16][C:15]1[CH:30]=[CH:31][C:32]2[O:33][CH2:11][O:12][C:13]=2[CH:14]=1)(=[O:28])=[O:27]. The catalyst class is: 1.